From a dataset of Carcinogenicity classification data from Lagunin et al.. Regression/Classification. Given a drug SMILES string, predict its toxicity properties. Task type varies by dataset: regression for continuous values (e.g., LD50, hERG inhibition percentage) or binary classification for toxic/non-toxic outcomes (e.g., AMES mutagenicity, cardiotoxicity, hepatotoxicity). Dataset: carcinogens_lagunin. (1) The molecule is OC(CCN1CCCCC1)(c1ccccc1)c1ccccc1. The result is 0 (non-carcinogenic). (2) The result is 0 (non-carcinogenic). The compound is CC1/C=C/C=C/CC/C=C/C=C/C=C/C=C/C(O[C@@H]2O[C@H](C)[C@@H](O)[C@H](N)[C@@H]2O)CC(O)C(C(=O)O)C(O)CC(=O)CC(O)C(O)CCC(O)CC(O)CC(O)CC(=O)OC(C)C(C)C1O. (3) The compound is NCCC[C@H](N)CC(=O)N[C@H]1CNC(=O)[C@H]([C@H]2C[C@H](O)N=C(N)N2)NC(=O)/C(=C/NC(N)=O)NC(=O)[C@H](CO)NC(=O)[C@H](CO)NC1=O. The result is 0 (non-carcinogenic). (4) The compound is COC(=O)Nc1nc2cc(SC(C)C)ccc2[nH]1. The result is 0 (non-carcinogenic). (5) The compound is O=S(=O)(O)c1ccc(/N=N/c2cc(S(=O)(=O)O)c3ccccc3c2O)c2ccccc12. The result is 1 (carcinogenic). (6) The compound is CC(=O)OCC(=O)[C@@]1(O)CC[C@H]2[C@@H]3CCC4=CC(=O)CC[C@]4(C)C3(F)C(=O)C[C@@]21C. The result is 0 (non-carcinogenic).